This data is from Full USPTO retrosynthesis dataset with 1.9M reactions from patents (1976-2016). The task is: Predict the reactants needed to synthesize the given product. Given the product [CH2:38]([O:42][C:43]([N:7]1[CH2:8][C@H:9]([S:11][C:12]([C:25]2[CH:30]=[CH:29][CH:28]=[CH:27][CH:26]=2)([C:13]2[CH:18]=[CH:17][CH:16]=[CH:15][CH:14]=2)[C:19]2[CH:20]=[CH:21][CH:22]=[CH:23][CH:24]=2)[CH2:10][C@H:6]1[C:4](=[O:5])[N:3]([O:2][CH3:1])[CH3:31])=[O:44])[CH2:39][CH2:40][CH3:41], predict the reactants needed to synthesize it. The reactants are: [CH3:1][O:2][N:3]([CH3:31])[C:4]([C@@H:6]1[CH2:10][C@@H:9]([S:11][C:12]([C:25]2[CH:30]=[CH:29][CH:28]=[CH:27][CH:26]=2)([C:19]2[CH:24]=[CH:23][CH:22]=[CH:21][CH:20]=2)[C:13]2[CH:18]=[CH:17][CH:16]=[CH:15][CH:14]=2)[CH2:8][NH:7]1)=[O:5].N1C=CC=CC=1.[CH2:38]([O:42][C:43](Cl)=[O:44])[CH2:39][CH2:40][CH3:41].